The task is: Predict the reactants needed to synthesize the given product.. This data is from Full USPTO retrosynthesis dataset with 1.9M reactions from patents (1976-2016). (1) Given the product [Cl:25][C:22]1[N:21]=[C:20]([N:26]2[C:30]([CH3:31])=[CH:29][C:28]([C:32]([F:35])([F:34])[F:33])=[N:27]2)[C:19]([C:43]2[CH:42]=[C:41](/[CH:40]=[CH:39]/[C:36]([OH:38])=[O:37])[CH:46]=[CH:45][CH:44]=2)=[CH:24][N:23]=1, predict the reactants needed to synthesize it. The reactants are: BrC1C(N2C=CC(C(F)(F)F)=N2)=NC(Cl)=NC=1.Br[C:19]1[C:20]([N:26]2[C:30]([CH3:31])=[CH:29][C:28]([C:32]([F:35])([F:34])[F:33])=[N:27]2)=[N:21][C:22]([Cl:25])=[N:23][CH:24]=1.[C:36](/[CH:39]=[CH:40]/[C:41]1[CH:42]=[C:43](B(O)O)[CH:44]=[CH:45][CH:46]=1)([OH:38])=[O:37].C(=O)([O-])[O-].[Na+].[Na+]. (2) The reactants are: C(O)/C=C\CO.[C:7]([O:11][C:12]([NH:14][CH2:15][C:16]#[C:17][CH2:18][OH:19])=[O:13])([CH3:10])([CH3:9])[CH3:8]. Given the product [C:7]([O:11][C:12]([NH:14][CH2:15]/[CH:16]=[CH:17]\[CH2:18][OH:19])=[O:13])([CH3:10])([CH3:9])[CH3:8], predict the reactants needed to synthesize it. (3) Given the product [CH2:1]([O:8][C:9]([NH:11][C@@H:12]([CH2:16][CH3:17])[C:13]([O:15][CH3:18])=[O:14])=[O:10])[C:2]1[CH:3]=[CH:4][CH:5]=[CH:6][CH:7]=1, predict the reactants needed to synthesize it. The reactants are: [CH2:1]([O:8][C:9]([NH:11][C@@H:12]([CH2:16][CH3:17])[C:13]([OH:15])=[O:14])=[O:10])[C:2]1[CH:7]=[CH:6][CH:5]=[CH:4][CH:3]=1.[CH3:18]O. (4) Given the product [CH3:6][NH:8][CH2:10][C:11]1[CH:12]=[C:13]([C:17]2[CH:22]=[CH:21][CH:20]=[C:19]([CH2:23][O:24][C:25]3[CH:30]=[CH:29][CH:28]=[CH:27][C:26]=3[CH2:31][C:32]([O:34][CH3:35])=[O:33])[CH:18]=2)[CH:14]=[CH:15][CH:16]=1.[ClH:36], predict the reactants needed to synthesize it. The reactants are: C(O[C:6]([N:8]([CH2:10][C:11]1[CH:12]=[C:13]([C:17]2[CH:22]=[CH:21][CH:20]=[C:19]([CH2:23][O:24][C:25]3[CH:30]=[CH:29][CH:28]=[CH:27][C:26]=3[CH2:31][C:32]([O:34][CH3:35])=[O:33])[CH:18]=2)[CH:14]=[CH:15][CH:16]=1)C)=O)(C)(C)C.[ClH:36]. (5) Given the product [C:1]([O:5][C:6]([N:8]1[C@H:12]([C:13](=[O:21])[CH:14]=[CH:43][CH2:42][CH2:41][CH2:40][CH2:39][CH2:38][CH2:37][CH2:36][CH2:35][CH2:34][CH2:33][CH2:32][CH2:31][CH3:30])[CH2:11][O:10][C:9]1([CH3:22])[CH3:23])=[O:7])([CH3:2])([CH3:3])[CH3:4], predict the reactants needed to synthesize it. The reactants are: [C:1]([O:5][C:6]([N:8]1[C@H:12]([C:13](=[O:21])[CH2:14]P(OC)(OC)=O)[CH2:11][O:10][C:9]1([CH3:23])[CH3:22])=[O:7])([CH3:4])([CH3:3])[CH3:2].C(=O)([O-])[O-].[K+].[K+].[CH:30](=O)[CH2:31][CH2:32][CH2:33][CH2:34][CH2:35][CH2:36][CH2:37][CH2:38][CH2:39][CH2:40][CH2:41][CH2:42][CH3:43].P(=O)([O-])[O-]. (6) Given the product [N+:8]([CH2:11][CH:18]([C:19]1[CH:24]=[CH:23][CH:22]=[CH:21][CH:20]=1)[S:25][CH:1]1[CH2:6][CH2:5][CH2:4][CH2:3][CH2:2]1)([O-:10])=[O:9], predict the reactants needed to synthesize it. The reactants are: [C:1]1(=O)[CH2:6][CH2:5][CH2:4][CH2:3][CH2:2]1.[N+:8]([CH3:11])([O-:10])=[O:9].N1CCCCC1.[CH2:18]([SH:25])[C:19]1[CH:24]=[CH:23][CH:22]=[CH:21][CH:20]=1. (7) Given the product [CH2:1]([O:3][C:4](=[O:32])[CH2:5][N:6]([C:7]1[CH:8]=[CH:9][C:10]([NH2:13])=[CH:11][CH:12]=1)[S:16]([C:19]1[CH:20]=[C:21]([C:25]2[CH:30]=[CH:29][C:28]([F:31])=[CH:27][CH:26]=2)[CH:22]=[CH:23][CH:24]=1)(=[O:17])=[O:18])[CH3:2], predict the reactants needed to synthesize it. The reactants are: [CH2:1]([O:3][C:4](=[O:32])[CH2:5][N:6]([S:16]([C:19]1[CH:20]=[C:21]([C:25]2[CH:30]=[CH:29][C:28]([F:31])=[CH:27][CH:26]=2)[CH:22]=[CH:23][CH:24]=1)(=[O:18])=[O:17])[C:7]1[CH:12]=[CH:11][C:10]([N+:13]([O-])=O)=[CH:9][CH:8]=1)[CH3:2].[H][H]. (8) Given the product [CH2:1]([O:8][C:9]1[CH:10]=[CH:11][C:12](/[CH:21]=[CH:31]/[N+:28]([O-:30])=[O:29])=[C:13]([C:15]2[CH:20]=[CH:19][CH:18]=[CH:17][CH:16]=2)[CH:14]=1)[C:2]1[CH:7]=[CH:6][CH:5]=[CH:4][CH:3]=1, predict the reactants needed to synthesize it. The reactants are: [CH2:1]([O:8][C:9]1[CH:14]=[C:13]([C:15]2[CH:20]=[CH:19][CH:18]=[CH:17][CH:16]=2)[C:12]([CH:21]=O)=[CH:11][CH:10]=1)[C:2]1[CH:7]=[CH:6][CH:5]=[CH:4][CH:3]=1.C([O-])(=O)C.[NH4+].[N+:28]([CH3:31])([O-:30])=[O:29]. (9) Given the product [CH3:2][C:3]1[CH:4]=[C:5]([N+:22]([O-:24])=[O:23])[C:6]2[S:10][C:9]([NH:11][C:12]3[C:17]([CH3:18])=[CH:16][C:15]([CH3:19])=[CH:14][C:13]=3[CH3:20])=[N:8][C:7]=2[CH:21]=1, predict the reactants needed to synthesize it. The reactants are: Cl[CH2:2][C:3]1[CH:4]=[C:5]([N+:22]([O-:24])=[O:23])[C:6]2[S:10][C:9]([NH:11][C:12]3[C:17]([CH3:18])=[CH:16][C:15]([CH3:19])=[CH:14][C:13]=3[CH3:20])=[N:8][C:7]=2[CH:21]=1.[BH4-].[Na+].